Dataset: Forward reaction prediction with 1.9M reactions from USPTO patents (1976-2016). Task: Predict the product of the given reaction. Given the reactants Br[C:2]1[S:3][C:4]([Sn](C)(C)C)=[CH:5][C:6]=1[CH2:7][CH2:8][C:9]1[O:10][CH2:11][C:12]([CH3:15])([CH3:14])[N:13]=1.C1(P(C2C=CC=CC=2)C2C=CC=CC=2)C=CC=CC=1, predict the reaction product. The product is: [CH3:14][C:12]1([CH3:15])[CH2:11][O:10][C:9]([CH2:8][CH2:7][C:6]2[CH:5]=[CH:4][S:3][CH:2]=2)=[N:13]1.